From a dataset of Blood-brain barrier permeability classification from the B3DB database. Regression/Classification. Given a drug SMILES string, predict its absorption, distribution, metabolism, or excretion properties. Task type varies by dataset: regression for continuous measurements (e.g., permeability, clearance, half-life) or binary classification for categorical outcomes (e.g., BBB penetration, CYP inhibition). Dataset: b3db_classification. (1) The compound is Cc1onc(-c2ccccc2)c1C(=O)NC1C(=O)N2[C@H]1SC(C)(C)[C@@H]2C(=O)O. The result is 0 (does not penetrate BBB). (2) The drug is COc1ccc2c3c1OC1CC(O)C=C(CN(C)C2)C31. The result is 1 (penetrates BBB).